Dataset: Peptide-MHC class II binding affinity with 134,281 pairs from IEDB. Task: Regression. Given a peptide amino acid sequence and an MHC pseudo amino acid sequence, predict their binding affinity value. This is MHC class II binding data. (1) The peptide sequence is GTDFTLTISSLQPED. The MHC is DRB1_1101 with pseudo-sequence DRB1_1101. The binding affinity (normalized) is 0. (2) The peptide sequence is TALTGAMRVTKDTND. The MHC is HLA-DQA10201-DQB10402 with pseudo-sequence HLA-DQA10201-DQB10402. The binding affinity (normalized) is 0.521. (3) The peptide sequence is YDKFLANVSTVQTGK. The MHC is DRB1_0802 with pseudo-sequence DRB1_0802. The binding affinity (normalized) is 0.893. (4) The peptide sequence is SVVGWPTVRERMRRA. The MHC is DRB1_0301 with pseudo-sequence DRB1_0301. The binding affinity (normalized) is 0.